From a dataset of Forward reaction prediction with 1.9M reactions from USPTO patents (1976-2016). Predict the product of the given reaction. (1) Given the reactants [CH3:1][O:2][C:3]([C:5]1[C:13]2[N:12]=[C:11]([S:14]([CH3:17])(=O)=O)[NH:10][C:9]=2[CH:8]=[CH:7][CH:6]=1)=[O:4].[Na].SC1[CH:21]=[CH:22][CH:23]=[C:24]2[C:29]=1[NH:28][CH:27]=[CH:26][C:25]2=[O:30].C(O)(=O)C, predict the reaction product. The product is: [CH3:1][O:2][C:3]([C:5]1[C:13]2[N:12]=[C:11]([S:14][C:17]3[CH:21]=[CH:22][CH:23]=[C:24]4[C:29]=3[NH:28][CH:27]=[CH:26][C:25]4=[O:30])[NH:10][C:9]=2[CH:8]=[CH:7][CH:6]=1)=[O:4]. (2) Given the reactants [Br:1][C:2]1[CH:21]=[CH:20][C:5]([O:6][CH2:7][CH:8]2[CH2:13][CH2:12][N:11]([CH2:14][CH:15](O)[CH2:16][CH2:17][CH3:18])[CH2:10][CH2:9]2)=[CH:4][CH:3]=1.COCCN(S(F)(F)[F:32])CCOC.C([O-])(O)=O.[Na+], predict the reaction product. The product is: [Br:1][C:2]1[CH:21]=[CH:20][C:5]([O:6][CH2:7][CH:8]2[CH2:13][CH2:12][N:11]([CH2:14][CH:15]([F:32])[CH2:16][CH2:17][CH3:18])[CH2:10][CH2:9]2)=[CH:4][CH:3]=1.